From a dataset of Catalyst prediction with 721,799 reactions and 888 catalyst types from USPTO. Predict which catalyst facilitates the given reaction. (1) Reactant: [Cl:1][C:2]([Cl:11])([Cl:10])[C:3]([C:5]1[NH:6][CH:7]=[CH:8][CH:9]=1)=[O:4].C[N+]([O-])=O.Cl[CH:17](Cl)[O:18]C. Product: [Cl:11][C:2]([Cl:1])([Cl:10])[C:3]([C:5]1[NH:6][CH:7]=[C:8]([CH:17]=[O:18])[CH:9]=1)=[O:4]. The catalyst class is: 344. (2) Reactant: [CH:1]1([N:4]2[C:13]3[C:8](=[CH:9][C:10]([F:38])=[C:11]([N:14]4[CH2:19][CH2:18][N:17]([CH2:20][CH2:21][CH2:22][O:23][C:24]5[C:29]6[B:30]([OH:37])[O:31][CH:32]([CH2:33][N+:34]([O-])=O)[C:28]=6[CH:27]=[CH:26][CH:25]=5)[CH2:16][CH2:15]4)[CH:12]=3)[C:7](=[O:39])[C:6]([C:40]([O:42][CH2:43][C:44]3[CH:49]=[CH:48][CH:47]=[CH:46][CH:45]=3)=[O:41])=[CH:5]2)[CH2:3][CH2:2]1.N. Product: [NH2:34][CH2:33][CH:32]1[O:31][B:30]([OH:37])[C:29]2[C:24]([O:23][CH2:22][CH2:21][CH2:20][N:17]3[CH2:18][CH2:19][N:14]([C:11]4[CH:12]=[C:13]5[C:8]([C:7](=[O:39])[C:6]([C:40]([O:42][CH2:43][C:44]6[CH:45]=[CH:46][CH:47]=[CH:48][CH:49]=6)=[O:41])=[CH:5][N:4]5[CH:1]5[CH2:3][CH2:2]5)=[CH:9][C:10]=4[F:38])[CH2:15][CH2:16]3)=[CH:25][CH:26]=[CH:27][C:28]1=2. The catalyst class is: 319. (3) Reactant: C([O:8][CH2:9][CH2:10][CH2:11][CH2:12][C@H:13]1[N:18]([C:19]([O:21][C:22]([CH3:25])([CH3:24])[CH3:23])=[O:20])[C:17]([C:26]2[CH:31]=[C:30]([F:32])[C:29]([F:33])=[C:28]([F:34])[CH:27]=2)=[CH:16][O:15][CH2:14]1)C1C=CC=CC=1. Product: [OH:8][CH2:9][CH2:10][CH2:11][CH2:12][C@@H:13]1[CH2:14][O:15][CH2:16][C@H:17]([C:26]2[CH:27]=[C:28]([F:34])[C:29]([F:33])=[C:30]([F:32])[CH:31]=2)[N:18]1[C:19]([O:21][C:22]([CH3:25])([CH3:24])[CH3:23])=[O:20]. The catalyst class is: 5. (4) Reactant: C1COCC1.[CH:6]1([O:11][C:12]2[CH:19]=[CH:18][C:15]([C:16]#[N:17])=[CH:14][CH:13]=2)[CH2:10][CH2:9][CH2:8][CH2:7]1. Product: [CH:6]1([O:11][C:12]2[CH:13]=[CH:14][C:15]([CH2:16][NH2:17])=[CH:18][CH:19]=2)[CH2:7][CH2:8][CH2:9][CH2:10]1. The catalyst class is: 33. (5) Product: [O:1]=[C:2]1[N:7]([CH2:8][C:9]2[CH:14]=[CH:13][CH:12]=[CH:11][CH:10]=2)[C:6]([C:15]2[CH:16]=[CH:17][CH:18]=[CH:19][CH:20]=2)=[N:5][CH:4]=[C:3]1[C:21]([OH:23])=[O:22]. The catalyst class is: 17. Reactant: [O:1]=[C:2]1[N:7]([CH2:8][C:9]2[CH:14]=[CH:13][CH:12]=[CH:11][CH:10]=2)[C:6]([C:15]2[CH:20]=[CH:19][CH:18]=[CH:17][CH:16]=2)=[N:5][CH:4]=[C:3]1[C:21]([O:23]CC)=[O:22].[I-].[Li+]. (6) Reactant: Cl[C:2]1[C:11]2=[N:12][N:13](CC3C=CC(OC)=CC=3)[CH:14]=[C:10]2[C:9]2[CH:8]=[CH:7][CH:6]=[C:5]([O:24][CH3:25])[C:4]=2[N:3]=1.[NH2:26][C:27]1[CH:28]=[CH:29][C:30]2[CH2:36][CH2:35][CH2:34][C:33](=[O:37])[NH:32][C:31]=2[CH:38]=1.Cl. Product: [CH3:25][O:24][C:5]1[C:4]2[N:3]=[C:2]([NH:26][C:27]3[CH:28]=[CH:29][C:30]4[CH2:36][CH2:35][CH2:34][C:33](=[O:37])[NH:32][C:31]=4[CH:38]=3)[C:11]3=[N:12][NH:13][CH:14]=[C:10]3[C:9]=2[CH:8]=[CH:7][CH:6]=1. The catalyst class is: 71.